This data is from Forward reaction prediction with 1.9M reactions from USPTO patents (1976-2016). The task is: Predict the product of the given reaction. (1) Given the reactants [CH3:1]OC1C=C(N2CCCC2)C=CC=1NS(C1SC=CC=1)(=O)=O.[F:23][C:24]1[CH:25]=[CH:26][C:27]([N+:31]([O-:33])=[O:32])=[C:28]([OH:30])[CH:29]=1.IC.C(=O)([O-])[O-].[Cs+].[Cs+], predict the reaction product. The product is: [CH3:1][O:30][C:28]1[CH:29]=[C:24]([F:23])[CH:25]=[CH:26][C:27]=1[N+:31]([O-:33])=[O:32]. (2) Given the reactants [F:1][C:2]1[CH:3]=[C:4]([CH:30]=[CH:31][C:32]=1[O:33]C)[CH2:5][N:6]1[C:14]2[CH:13]=[C:12]3[NH:15][C:16]([NH:18][C:19](=[O:26])[C:20]4[CH:25]=[CH:24][CH:23]=[CH:22][CH:21]=4)=[N:17][C:11]3=[CH:10][C:9]=2[C:8]([CH3:28])([CH3:27])[C:7]1=[O:29].B(Br)(Br)Br.Cl, predict the reaction product. The product is: [F:1][C:2]1[CH:3]=[C:4]([CH:30]=[CH:31][C:32]=1[OH:33])[CH2:5][N:6]1[C:14]2[CH:13]=[C:12]3[NH:15][C:16]([NH:18][C:19](=[O:26])[C:20]4[CH:25]=[CH:24][CH:23]=[CH:22][CH:21]=4)=[N:17][C:11]3=[CH:10][C:9]=2[C:8]([CH3:28])([CH3:27])[C:7]1=[O:29]. (3) The product is: [F:36][C:33]1[CH:32]=[CH:31][C:30]([C:27]2[CH:26]=[CH:25][C:24]([C:20]3[O:21][C:22]([CH3:23])=[C:18]([CH2:17][CH2:16][O:15][C:12]4[CH:11]=[CH:10][C:9]([O:8][C:5]([CH3:7])([CH3:6])[C:4]([OH:37])=[O:3])=[CH:14][CH:13]=4)[N:19]=3)=[CH:29][CH:28]=2)=[CH:35][CH:34]=1. Given the reactants C([O:3][C:4](=[O:37])[C:5]([O:8][C:9]1[CH:14]=[CH:13][C:12]([O:15][CH2:16][CH2:17][C:18]2[N:19]=[C:20]([C:24]3[CH:29]=[CH:28][C:27]([C:30]4[CH:35]=[CH:34][C:33]([F:36])=[CH:32][CH:31]=4)=[CH:26][CH:25]=3)[O:21][C:22]=2[CH3:23])=[CH:11][CH:10]=1)([CH3:7])[CH3:6])C.[OH-].[Li+].C(O)C.Cl, predict the reaction product. (4) Given the reactants CCN(C(C)C)C(C)C.[OH:10][C:11]1[CH:16]=[CH:15][C:14]([CH2:17][CH2:18][C:19]([NH:21][CH2:22][C:23]([OH:25])=O)=[O:20])=[CH:13][CH:12]=1.C1C=CC2N([OH:35])N=NC=2C=1.CCN=C=NCCCN(C)C.Cl.Cl.[N:49]1([C:55]([C:57]2[CH:62]=[CH:61][CH:60]=[CH:59][C:58]=2[C:63]([F:66])([F:65])[F:64])=[O:56])[CH2:54][CH2:53][NH:52][CH2:51][CH2:50]1.CN([CH:70]=[O:71])C, predict the reaction product. The product is: [F:64][C:63]([F:66])([F:65])[C:70]([OH:71])=[O:35].[OH:10][C:11]1[CH:12]=[CH:13][C:14]([CH2:17][CH2:18][C:19]([NH:21][CH2:22][C:23](=[O:25])[N:52]2[CH2:53][CH2:54][N:49]([C:55](=[O:56])[C:57]3[CH:62]=[CH:61][CH:60]=[CH:59][C:58]=3[C:63]([F:66])([F:64])[F:65])[CH2:50][CH2:51]2)=[O:20])=[CH:15][CH:16]=1. (5) The product is: [F:1][C:2]1[CH:3]=[C:4]([C:9]2([C:10]#[N:11])[CH2:19][CH2:18][CH2:17][CH2:16][CH2:15]2)[CH:5]=[CH:6][C:7]=1[F:8]. Given the reactants [F:1][C:2]1[CH:3]=[C:4]([CH2:9][C:10]#[N:11])[CH:5]=[CH:6][C:7]=1[F:8].[H-].[Na+].Br[CH2:15][CH2:16][CH2:17][CH2:18][CH2:19]Br, predict the reaction product. (6) Given the reactants [CH2:1]([CH:8]([C:19](=[O:28])[CH:20]=[CH:21][C:22]1[CH:27]=[CH:26][CH:25]=[CH:24][CH:23]=1)[C:9](=[O:18])[CH:10]=[CH:11][C:12]1[CH:17]=[CH:16][CH:15]=[CH:14][CH:13]=1)[C:2]1[CH:7]=[CH:6][CH:5]=[CH:4][CH:3]=1.CCCCCC, predict the reaction product. The product is: [CH2:1]([CH:8]([C:9](=[O:18])[CH2:10][CH2:11][C:12]1[CH:17]=[CH:16][CH:15]=[CH:14][CH:13]=1)[C:19](=[O:28])[CH2:20][CH2:21][C:22]1[CH:23]=[CH:24][CH:25]=[CH:26][CH:27]=1)[C:2]1[CH:3]=[CH:4][CH:5]=[CH:6][CH:7]=1.